Task: Predict the product of the given reaction.. Dataset: Forward reaction prediction with 1.9M reactions from USPTO patents (1976-2016) (1) Given the reactants Br[C:2]1[CH:7]=[CH:6][C:5]([S:8]([NH:11][CH:12]2[CH2:15][CH2:14][CH2:13]2)(=[O:10])=[O:9])=[C:4]([C:16]([F:19])([F:18])[F:17])[CH:3]=1.[C:20]([C:22]1[N:26]([CH3:27])[C:25](B(O)O)=[CH:24][CH:23]=1)#[N:21].[F-].[K+], predict the reaction product. The product is: [C:20]([C:22]1[N:26]([CH3:27])[C:25]([C:2]2[CH:7]=[CH:6][C:5]([S:8]([NH:11][CH:12]3[CH2:15][CH2:14][CH2:13]3)(=[O:10])=[O:9])=[C:4]([C:16]([F:19])([F:18])[F:17])[CH:3]=2)=[CH:24][CH:23]=1)#[N:21]. (2) Given the reactants Cl[C:2]1[N:7]=[CH:6][N:5]=[C:4]([NH2:8])[C:3]=1[C:9]1[N:10]=[N:11][N:12]([CH3:14])[N:13]=1.[NH2:15][C@H:16]([C:18]1[N:19]([C:30]2[CH:35]=[CH:34][CH:33]=[CH:32][CH:31]=2)[C:20](=[O:29])[C:21]2[C:26]([CH:27]=1)=[CH:25][CH:24]=[CH:23][C:22]=2[Cl:28])[CH3:17].CCN(C(C)C)C(C)C.CCOC(C)=O, predict the reaction product. The product is: [NH2:8][C:4]1[N:5]=[CH:6][N:7]=[C:2]([NH:15][C@H:16]([C:18]2[N:19]([C:30]3[CH:35]=[CH:34][CH:33]=[CH:32][CH:31]=3)[C:20](=[O:29])[C:21]3[C:26]([CH:27]=2)=[CH:25][CH:24]=[CH:23][C:22]=3[Cl:28])[CH3:17])[C:3]=1[C:9]1[N:10]=[N:11][N:12]([CH3:14])[N:13]=1. (3) Given the reactants [CH:1]1([C:4]2[NH:8][N:7]=[C:6]([NH:9][C:10]3[CH:15]=[CH:14][N:13]=[C:12]([NH:16][CH2:17][C:18]4[CH:26]=[CH:25][CH:24]=[C:23]5[C:19]=4[CH:20]=[N:21][N:22]5C4CCCCO4)[N:11]=3)[CH:5]=2)[CH2:3][CH2:2]1.CC1C=CC(S(O)(=O)=O)=CC=1.O, predict the reaction product. The product is: [NH:22]1[C:23]2[C:19](=[C:18]([CH2:17][NH:16][C:12]3[N:11]=[C:10]([NH:9][C:6]4[CH:5]=[C:4]([CH:1]5[CH2:2][CH2:3]5)[NH:8][N:7]=4)[CH:15]=[CH:14][N:13]=3)[CH:26]=[CH:25][CH:24]=2)[CH:20]=[N:21]1. (4) Given the reactants [C:1]([C:3]1[CH:8]=[CH:7][C:6]([C:9]2[N:13]3[N:14]=[C:15]([C:18]4[CH:26]=[CH:25][C:21]([C:22](O)=[O:23])=[C:20]([F:27])[CH:19]=4)[CH:16]=[CH:17][C:12]3=[N:11][CH:10]=2)=[CH:5][CH:4]=1)#[N:2].CN(C(ON1N=NC2C=CC=NC1=2)=[N+](C)C)C.F[P-](F)(F)(F)(F)F.CN1CCOCC1.[CH3:59][N:60]1[CH2:65][CH2:64][NH:63][CH2:62][CH2:61]1, predict the reaction product. The product is: [F:27][C:20]1[CH:19]=[C:18]([C:15]2[CH:16]=[CH:17][C:12]3[N:13]([C:9]([C:6]4[CH:5]=[CH:4][C:3]([C:1]#[N:2])=[CH:8][CH:7]=4)=[CH:10][N:11]=3)[N:14]=2)[CH:26]=[CH:25][C:21]=1[C:22]([N:63]1[CH2:64][CH2:65][N:60]([CH3:59])[CH2:61][CH2:62]1)=[O:23]. (5) Given the reactants [Cl:1][C:2]1[C:11]([O:12][CH3:13])=[CH:10][C:5]([C:6]([O:8]C)=[O:7])=[CH:4][C:3]=1[CH2:14][O:15][C:16]1[CH:17]=[N:18][C:19]([NH:22][C:23]2[CH:28]=[CH:27][C:26]([N:29]3[CH2:34][C@@H:33]([CH3:35])[NH:32][C@@H:31]([CH3:36])[CH2:30]3)=[CH:25][CH:24]=2)=[N:20][CH:21]=1.[OH-].[Na+].Cl, predict the reaction product. The product is: [Cl:1][C:2]1[C:11]([O:12][CH3:13])=[CH:10][C:5]([C:6]([OH:8])=[O:7])=[CH:4][C:3]=1[CH2:14][O:15][C:16]1[CH:17]=[N:18][C:19]([NH:22][C:23]2[CH:24]=[CH:25][C:26]([N:29]3[CH2:34][C@@H:33]([CH3:35])[NH:32][C@@H:31]([CH3:36])[CH2:30]3)=[CH:27][CH:28]=2)=[N:20][CH:21]=1. (6) Given the reactants [C:1]1([CH2:7][CH2:8][CH2:9][CH2:10][CH2:11][CH2:12][CH2:13][CH2:14][NH:15][C:16](=[O:47])[C:17]2[CH:22]=[C:21]([C:23]3[CH:28]=[CH:27][CH:26]=[C:25]([C:29]([F:32])([F:31])[F:30])[CH:24]=3)[C:20]([O:33][CH2:34][CH2:35]Br)=[C:19]([C:37]3[CH:42]=[CH:41][CH:40]=[C:39]([C:43]([F:46])([F:45])[F:44])[CH:38]=3)[CH:18]=2)[CH:6]=[CH:5][CH:4]=[CH:3][CH:2]=1.C([O-])([O-])=O.[K+].[K+].[OH:54][C:55]1[CH:64]=[C:63]([OH:65])[CH:62]=[CH:61][C:56]=1[C:57]([O:59][CH3:60])=[O:58], predict the reaction product. The product is: [CH3:60][O:59][C:57](=[O:58])[C:56]1[CH:61]=[CH:62][C:63]([O:65][CH2:35][CH2:34][O:33][C:20]2[C:21]([C:23]3[CH:28]=[CH:27][CH:26]=[C:25]([C:29]([F:32])([F:31])[F:30])[CH:24]=3)=[CH:22][C:17]([C:16](=[O:47])[NH:15][CH2:14][CH2:13][CH2:12][CH2:11][CH2:10][CH2:9][CH2:8][CH2:7][C:1]3[CH:6]=[CH:5][CH:4]=[CH:3][CH:2]=3)=[CH:18][C:19]=2[C:37]2[CH:42]=[CH:41][CH:40]=[C:39]([C:43]([F:46])([F:45])[F:44])[CH:38]=2)=[CH:64][C:55]=1[OH:54]. (7) Given the reactants OC1C(=O)NN=C(CCC2C=CC=CC=2)C=1.C([O:24][C:25]1[N:26]=[N:27][C:28]([CH2:39][C:40]2[CH:45]=[CH:44][C:43]([F:46])=[CH:42][CH:41]=2)=[CH:29][C:30]=1[O:31]CC1C=CC=CC=1)C1C=CC=CC=1, predict the reaction product. The product is: [F:46][C:43]1[CH:42]=[CH:41][C:40]([CH2:39][C:28]2[CH:29]=[C:30]([OH:31])[C:25](=[O:24])[NH:26][N:27]=2)=[CH:45][CH:44]=1. (8) Given the reactants Cl[C:2]1[N:7]=[C:6]([C:8]([OH:10])=[O:9])[CH:5]=[CH:4][N:3]=1.[NH2:11][C:12]1[CH:17]=[CH:16][CH:15]=[CH:14][CH:13]=1.Cl.CS(C)=O, predict the reaction product. The product is: [NH:11]([C:2]1[N:7]=[C:6]([C:8]([OH:10])=[O:9])[CH:5]=[CH:4][N:3]=1)[C:12]1[CH:17]=[CH:16][CH:15]=[CH:14][CH:13]=1. (9) The product is: [Cl:13][C:14]1[N:19]=[C:18]2[N:20]([CH2:35][C:34]3[CH:37]=[CH:38][C:39]([O:41][CH3:42])=[CH:40][C:33]=3[O:32][CH3:31])[N:21]=[C:22]([S:23]([CH3:26])(=[O:24])=[O:25])[C:17]2=[C:16]([NH:27][CH:28]2[CH2:29][CH2:30]2)[N:15]=1. Given the reactants N(C(OCC)=O)=NC(OCC)=O.[Cl:13][C:14]1[N:19]=[C:18]2[NH:20][N:21]=[C:22]([S:23]([CH3:26])(=[O:25])=[O:24])[C:17]2=[C:16]([NH:27][CH:28]2[CH2:30][CH2:29]2)[N:15]=1.[CH3:31][O:32][C:33]1[CH:40]=[C:39]([O:41][CH3:42])[CH:38]=[CH:37][C:34]=1[CH2:35]O.C1(P(C2C=CC=CC=2)C2C=CC=CC=2)C=CC=CC=1, predict the reaction product. (10) Given the reactants [NH:1]1[C:5]2[CH:6]=[CH:7][CH:8]=[CH:9][C:4]=2[N:3]=[N:2]1.[H-].[Na+].I[CH2:13][C:14]1[N:18](S(C)(=O)=O)[C:17]2[CH:23]=[CH:24][CH:25]=[CH:26][C:16]=2[N:15]=1, predict the reaction product. The product is: [NH:15]1[C:16]2[CH:26]=[CH:25][CH:24]=[CH:23][C:17]=2[N:18]=[C:14]1[CH2:13][N:2]1[N:3]=[C:4]2[CH:9]=[CH:8][CH:7]=[CH:6][C:5]2=[N:1]1.[N:15]1[C:16]2[CH:26]=[CH:25][CH:24]=[CH:23][C:17]=2[NH:18][C:14]=1[CH2:13][N:1]1[C:5]2[CH:6]=[CH:7][CH:8]=[CH:9][C:4]=2[N:3]=[N:2]1.